From a dataset of Forward reaction prediction with 1.9M reactions from USPTO patents (1976-2016). Predict the product of the given reaction. (1) Given the reactants [CH3:1][O:2][C:3]1[CH:4]=[C:5]([CH:7]=[CH:8][C:9]=1[C:10]1[O:14][CH:13]=[N:12][CH:11]=1)[NH2:6].[CH3:15][C:16]1[O:20][C:19]([CH:21]=O)=[CH:18][CH:17]=1, predict the reaction product. The product is: [CH3:21][C:19]1[O:20][C:16]([CH2:15][NH:6][C:5]2[CH:7]=[CH:8][C:9]([C:10]3[O:14][CH:13]=[N:12][CH:11]=3)=[C:3]([O:2][CH3:1])[CH:4]=2)=[CH:17][CH:18]=1. (2) Given the reactants [C:1]([C:3]1[C:8](=[O:9])[N:7]([CH2:10][C:11]2[CH:16]=[CH:15][C:14]([CH3:17])=[CH:13][C:12]=2[CH3:18])[C:6]([C:19]2[CH:24]=[CH:23][C:22]([O:25][C:26]3[CH:31]=[CH:30][C:29]([NH:32]C(=O)OC(C)(C)C)=[CH:28][CH:27]=3)=[CH:21][CH:20]=2)=[CH:5][C:4]=1[C:40]([F:43])([F:42])[F:41])#[N:2].[ClH:44].O1CCOCC1, predict the reaction product. The product is: [ClH:44].[NH2:32][C:29]1[CH:28]=[CH:27][C:26]([O:25][C:22]2[CH:21]=[CH:20][C:19]([C:6]3[N:7]([CH2:10][C:11]4[CH:16]=[CH:15][C:14]([CH3:17])=[CH:13][C:12]=4[CH3:18])[C:8](=[O:9])[C:3]([C:1]#[N:2])=[C:4]([C:40]([F:43])([F:41])[F:42])[CH:5]=3)=[CH:24][CH:23]=2)=[CH:31][CH:30]=1. (3) Given the reactants [N:1]([CH:4]1[CH:9]([N:10]=[N+]=[N-])[CH2:8][CH2:7][N:6]([C:13]([O:15][CH2:16][C:17]2[CH:22]=[CH:21][CH:20]=[CH:19][CH:18]=2)=[O:14])[CH2:5]1)=[N+]=[N-].C1(P(C2C=CC=CC=2)C2C=CC=CC=2)C=CC=CC=1, predict the reaction product. The product is: [NH2:1][CH:4]1[CH:9]([NH2:10])[CH2:8][CH2:7][N:6]([C:13]([O:15][CH2:16][C:17]2[CH:22]=[CH:21][CH:20]=[CH:19][CH:18]=2)=[O:14])[CH2:5]1. (4) Given the reactants [Cl:1][C:2]1[C:6]([N:7]([CH2:15][CH3:16])[C:8](=[O:14])[CH:9]([CH3:13])[CH2:10][CH:11]=C)=[CH:5][N:4]([C:17]2[CH:18]=[N:19][CH:20]=[CH:21][CH:22]=2)[N:3]=1.[O:23]=[O+][O-].O=O.C1(P(C2C=CC=CC=2)C2C=CC=CC=2)C=CC=CC=1, predict the reaction product. The product is: [Cl:1][C:2]1[C:6]([N:7]([CH2:15][CH3:16])[C:8](=[O:14])[CH:9]([CH3:13])[CH2:10][CH:11]=[O:23])=[CH:5][N:4]([C:17]2[CH:18]=[N:19][CH:20]=[CH:21][CH:22]=2)[N:3]=1. (5) Given the reactants [F-].C([N+](CCCC)(CCCC)CCCC)CCC.[CH2:19]([N:21]1[C:29]2[C:24](=[N+:25]([O-:31])[CH:26]=[CH:27][C:28]=2[CH3:30])[N:23]([C:32]2[CH:37]=[CH:36][C:35]([O:38][Si](C(C)C)(C(C)C)C(C)C)=[CH:34][CH:33]=2)[C:22]1=[O:49])[CH3:20].[Cl-].[Cl-].[Ca+2], predict the reaction product. The product is: [CH2:19]([N:21]1[C:29]2[C:24](=[N+:25]([O-:31])[CH:26]=[CH:27][C:28]=2[CH3:30])[N:23]([C:32]2[CH:33]=[CH:34][C:35]([OH:38])=[CH:36][CH:37]=2)[C:22]1=[O:49])[CH3:20]. (6) Given the reactants [CH2:1]([O:5][C:6]1[CH:11]=[CH:10][C:9]([S:12]([N:15](C)[CH:16]([CH:21]([CH3:23])[CH3:22])[C:17]([O:19]C)=[O:18])(=[O:14])=[O:13])=[CH:8][CH:7]=1)[CH:2]=[C:3]=[CH2:4].[OH-].[Li+].O, predict the reaction product. The product is: [CH2:1]([O:5][C:6]1[CH:7]=[CH:8][C:9]([S:12]([NH:15][C@H:16]([C:17]([OH:19])=[O:18])[CH:21]([CH3:23])[CH3:22])(=[O:13])=[O:14])=[CH:10][CH:11]=1)[CH:2]=[C:3]=[CH2:4].